From a dataset of Catalyst prediction with 721,799 reactions and 888 catalyst types from USPTO. Predict which catalyst facilitates the given reaction. (1) Reactant: [C:1]([N:4]1[C:13]2[C:8](=[CH:9][C:10]([NH2:14])=[CH:11][CH:12]=2)[C:7]([C:16]2[CH:21]=[CH:20][CH:19]=[CH:18][CH:17]=2)([CH3:15])[CH2:6][C:5]1([CH3:23])[CH3:22])(=[O:3])[CH3:2].[CH3:24][O:25][C:26]1[CH:34]=[CH:33][CH:32]=[CH:31][C:27]=1[C:28](Cl)=[O:29].C(N(CC)C(C)C)(C)C. Product: [C:1]([N:4]1[C:13]2[C:8](=[CH:9][C:10]([NH:14][C:28](=[O:29])[C:27]3[CH:31]=[CH:32][CH:33]=[CH:34][C:26]=3[O:25][CH3:24])=[CH:11][CH:12]=2)[C:7]([C:16]2[CH:21]=[CH:20][CH:19]=[CH:18][CH:17]=2)([CH3:15])[CH2:6][C:5]1([CH3:23])[CH3:22])(=[O:3])[CH3:2]. The catalyst class is: 7. (2) Reactant: [CH2:1]([C:3]1[CH:8]=[C:7]([C:9]2[O:13][N:12]=[C:11]([C:14]3[CH:19]=[CH:18][C:17]([CH2:20][N:21]4[CH:25]=[CH:24][C:23]([C:26]([O:28]C)=[O:27])=[N:22]4)=[CH:16][CH:15]=3)[N:10]=2)[CH:6]=[CH:5][C:4]=1[C:30]1[CH:35]=[CH:34][CH:33]=[CH:32][CH:31]=1)[CH3:2].[OH-].[Na+:37]. Product: [CH2:1]([C:3]1[CH:8]=[C:7]([C:9]2[O:13][N:12]=[C:11]([C:14]3[CH:15]=[CH:16][C:17]([CH2:20][N:21]4[CH:25]=[CH:24][C:23]([C:26]([O-:28])=[O:27])=[N:22]4)=[CH:18][CH:19]=3)[N:10]=2)[CH:6]=[CH:5][C:4]=1[C:30]1[CH:35]=[CH:34][CH:33]=[CH:32][CH:31]=1)[CH3:2].[Na+:37]. The catalyst class is: 8. (3) Reactant: [NH:1]1CCC[CH2:3][CH2:2]1.BrCC(O)=[O:10].C1(N=C=NC2CCCCC2)CCCCC1.[H-].[Na+].[CH3:29][O:30][C:31]1[CH:32]=[C:33]2[C:37](=[CH:38][C:39]=1[O:40][CH3:41])[NH:36][C:35]([C:42]([O:44][CH3:45])=[O:43])=[C:34]2[C:46]1[CH:51]=[CH:50][C:49]([O:52][CH3:53])=[CH:48][CH:47]=1.C(O)(C(F)(F)F)=O. Product: [CH3:45][O:44][C:42]([C:35]1[N:36]([CH2:3][C:2](=[O:10])[NH2:1])[C:37]2[C:33]([C:34]=1[C:46]1[CH:47]=[CH:48][C:49]([O:52][CH3:53])=[CH:50][CH:51]=1)=[CH:32][C:31]([O:30][CH3:29])=[C:39]([O:40][CH3:41])[CH:38]=2)=[O:43]. The catalyst class is: 85. (4) Reactant: Cl.[Br:2][C:3]1[CH:8]=[CH:7][C:6]([CH:9]([NH:11]S(C(C)(C)C)(=O)=O)[CH3:10])=[CH:5][C:4]=1[F:19].N1C=CC=CC=1.[C:26](OC(=O)C)(=[O:28])[CH3:27]. The catalyst class is: 169. Product: [Br:2][C:3]1[CH:8]=[CH:7][C:6]([CH:9]([NH:11][C:26](=[O:28])[CH3:27])[CH3:10])=[CH:5][C:4]=1[F:19]. (5) Reactant: [NH2:1][C:2]1[S:3][C:4]([CH3:7])=[CH:5][N:6]=1.[CH3:8][O:9][C:10](=[O:16])[CH:11](Cl)[C:12]([CH3:14])=O. Product: [CH3:7][C:4]1[S:3][C:2]2=[N:1][C:12]([CH3:14])=[C:11]([C:10]([O:9][CH3:8])=[O:16])[N:6]2[CH:5]=1. The catalyst class is: 57.